From a dataset of Forward reaction prediction with 1.9M reactions from USPTO patents (1976-2016). Predict the product of the given reaction. (1) Given the reactants [C:1]1([N:7]2[CH2:12][CH2:11][NH:10][CH2:9][CH2:8]2)[CH:6]=[CH:5][CH:4]=[CH:3][CH:2]=1.C(O[BH-](O[C:23](=[O:25])[CH3:24])OC(=O)C)(=O)C.[Na+], predict the reaction product. The product is: [C:1]1([N:7]2[CH2:12][CH2:11][N:10]([CH2:6][C:5]3[O:25][C:23]4[C:24](=[N:7][CH:1]=[CH:2][CH:3]=4)[CH:4]=3)[CH2:9][CH2:8]2)[CH:6]=[CH:5][CH:4]=[CH:3][CH:2]=1. (2) Given the reactants [CH2:1]([O:3][CH:4]([O:10][CH2:11][CH3:12])[C:5](OCC)=[O:6])[CH3:2].[NH2:13][NH2:14], predict the reaction product. The product is: [CH2:1]([O:3][CH:4]([O:10][CH2:11][CH3:12])[C:5]([NH:13][NH2:14])=[O:6])[CH3:2]. (3) Given the reactants ClC1C=C([CH2:9][S:10](NC2N=NC(SCCC)=CC=2OC)(=O)=O)C=C(Cl)C=1.[Cl:26][C:27]1[CH:28]=[C:29]([S:34]([NH:37][C:38]2[N:39]=[N:40][C:41](I)=[CH:42][C:43]=2[O:44][CH3:45])(=[O:36])=[O:35])[CH:30]=[C:31]([Cl:33])[CH:32]=1.ClC1N=NC(NS(CC2C=C(Cl)C=C(Cl)C=2)(=O)=O)=C(OC)C=1.C[S-].[Na+].C(S)CC, predict the reaction product. The product is: [Cl:26][C:27]1[CH:28]=[C:29]([S:34]([NH:37][C:38]2[N:39]=[N:40][C:41]([S:10][CH3:9])=[CH:42][C:43]=2[O:44][CH3:45])(=[O:36])=[O:35])[CH:30]=[C:31]([Cl:33])[CH:32]=1. (4) Given the reactants [Cl:1][C:2]1[C:9]([Cl:10])=[CH:8][CH:7]=[C:6]([F:11])[C:3]=1[CH:4]=O.[CH2:12]([NH2:16])[CH2:13][CH2:14][CH3:15].C1(C)C=CC(S(O)(=O)=O)=CC=1, predict the reaction product. The product is: [CH2:12](/[N:16]=[CH:4]/[C:3]1[C:6]([F:11])=[CH:7][CH:8]=[C:9]([Cl:10])[C:2]=1[Cl:1])[CH2:13][CH2:14][CH3:15].